From a dataset of Peptide-MHC class I binding affinity with 185,985 pairs from IEDB/IMGT. Regression. Given a peptide amino acid sequence and an MHC pseudo amino acid sequence, predict their binding affinity value. This is MHC class I binding data. (1) The peptide sequence is LADVCNWTY. The MHC is HLA-B08:01 with pseudo-sequence HLA-B08:01. The binding affinity (normalized) is 0.0847. (2) The peptide sequence is RGGRAFVTI. The MHC is HLA-A02:01 with pseudo-sequence HLA-A02:01. The binding affinity (normalized) is 0.308. (3) The peptide sequence is LWPVTLACF. The MHC is HLA-A30:02 with pseudo-sequence HLA-A30:02. The binding affinity (normalized) is 0.0820. (4) The peptide sequence is YLKKWLNSF. The MHC is HLA-A30:01 with pseudo-sequence HLA-A30:01. The binding affinity (normalized) is 0.0847. (5) The peptide sequence is MLVGHMPFM. The MHC is HLA-A26:02 with pseudo-sequence HLA-A26:02. The binding affinity (normalized) is 1.00. (6) The peptide sequence is IMQVFFGYF. The MHC is HLA-A26:01 with pseudo-sequence HLA-A26:01. The binding affinity (normalized) is 0.110. (7) The peptide sequence is CINGVMWTV. The MHC is HLA-A02:06 with pseudo-sequence HLA-A02:06. The binding affinity (normalized) is 0.883. (8) The peptide sequence is NTDHPLSINV. The MHC is HLA-A02:01 with pseudo-sequence HLA-A02:01. The binding affinity (normalized) is 0.471. (9) The peptide sequence is KIQNFRVYY. The MHC is HLA-B44:02 with pseudo-sequence HLA-B44:02. The binding affinity (normalized) is 0. (10) The peptide sequence is MVIENGILK. The MHC is HLA-B07:02 with pseudo-sequence HLA-B07:02. The binding affinity (normalized) is 0.